This data is from Reaction yield outcomes from USPTO patents with 853,638 reactions. The task is: Predict the reaction yield, written as a fraction of the theoretical maximum amount of product (1.0 means a 100% yield; for example, 0.34 means a 34% yield). (1) The reactants are Br[C:2]1[N:3]=[CH:4][C:5]([NH2:8])=[N:6][CH:7]=1.[CH:9]([S:12]([C:15]1[CH:20]=[CH:19][C:18](B(O)O)=[CH:17][CH:16]=1)(=[O:14])=[O:13])([CH3:11])[CH3:10].[O-]P([O-])([O-])=O.[K+].[K+].[K+]. The catalyst is CC#N.CCOC(C)=O.O.CC(C)([P](C(C)(C)C)([Pd][P](C(C)(C)C)(C(C)(C)C)C(C)(C)C)C(C)(C)C)C. The product is [CH:9]([S:12]([C:15]1[CH:20]=[CH:19][C:18]([C:2]2[N:3]=[CH:4][C:5]([NH2:8])=[N:6][CH:7]=2)=[CH:17][CH:16]=1)(=[O:13])=[O:14])([CH3:11])[CH3:10]. The yield is 0.760. (2) The reactants are Br[C:2]1[N:6]([CH3:7])[CH:5]=[N:4][CH:3]=1.C([Mg]Br)C.CON(C)[C:15](=[O:22])[C:16]1[CH:21]=[CH:20][CH:19]=[CH:18][CH:17]=1.Cl. The catalyst is ClCCl.O. The product is [CH3:7][N:6]1[C:2]([C:15]([C:16]2[CH:21]=[CH:20][CH:19]=[CH:18][CH:17]=2)=[O:22])=[CH:3][N:4]=[CH:5]1. The yield is 0.660. (3) The reactants are [C:1](#[N:8])[CH2:2][CH2:3][CH2:4][CH2:5][C:6]#[N:7].N.[H][H].[O-2].[Al+3].[O-2].[O-2].[Al+3].[Si](=O)=O.[O-2].[Ca+2]. The catalyst is [Fe].[O-2].[O-2].[O-2].[O-2].[O-2].[V+5].[V+5]. The product is [NH2:7][CH2:6][CH2:5][CH2:4][CH2:3][CH2:2][CH2:1][NH2:8].[NH2:7][CH:6]1[CH2:5][CH2:4][CH2:3][CH2:2][CH:1]1[NH2:8]. The yield is 0.982. (4) The reactants are [C:1]([O:5][C:6]([N:8]1[CH2:13][CH2:12][CH:11]([C:14]2[CH:19]=[CH:18][C:17]([NH2:20])=[C:16](Br)[N:15]=2)[CH2:10][CH2:9]1)=[O:7])([CH3:4])([CH3:3])[CH3:2].[C:22]1(B(O)O)[CH2:27][CH2:26][CH2:25][CH2:24][CH:23]=1. The yield is 0.740. The catalyst is CCO.C1(C)C=CC=CC=1.C([O-])([O-])=O.[Na+].[Na+].CCOCC.[Cl-].[Na+].O.C1C=CC([P]([Pd]([P](C2C=CC=CC=2)(C2C=CC=CC=2)C2C=CC=CC=2)([P](C2C=CC=CC=2)(C2C=CC=CC=2)C2C=CC=CC=2)[P](C2C=CC=CC=2)(C2C=CC=CC=2)C2C=CC=CC=2)(C2C=CC=CC=2)C2C=CC=CC=2)=CC=1. The product is [C:1]([O:5][C:6]([N:8]1[CH2:13][CH2:12][CH:11]([C:14]2[CH:19]=[CH:18][C:17]([NH2:20])=[C:16]([C:22]3[CH2:27][CH2:26][CH2:25][CH2:24][CH:23]=3)[N:15]=2)[CH2:10][CH2:9]1)=[O:7])([CH3:4])([CH3:3])[CH3:2]. (5) The product is [C:2]([O:4][C@H:5]1[C:14]2[C@:15]3([CH3:30])[C:16](/[C:17](=[CH:18]\[N:32]4[CH2:37][CH2:36][CH2:35][CH2:34][CH2:33]4)/[C:23](=[O:24])[O:25][C@@H:26]3[CH2:27][O:28][CH3:29])=[C:20]([OH:19])[C:21](=[O:22])[C:13]=2[CH:8]2[C@@:7]([CH3:31])([C@@H:11]([OH:12])[CH2:10][CH2:9]2)[CH2:6]1)(=[O:3])[CH3:1]. The yield is 0.533. The catalyst is C(Cl)Cl. The reactants are [CH3:1][C:2]([O:4][C@H:5]1[C:14]2[C@@:15]3([CH3:30])[C@@H:26]([CH2:27][O:28][CH3:29])[O:25][C:23](=[O:24])[C:17]4=[CH:18][O:19][C:20]([C:21](=[O:22])[C:13]=2[C@@H:8]2[CH2:9][CH2:10][C@H:11]([OH:12])[C@@:7]2([CH3:31])[CH2:6]1)=[C:16]34)=[O:3].[NH:32]1[CH2:37][CH2:36][CH2:35][CH2:34][CH2:33]1. (6) The reactants are [NH2:1][C:2]1[C:3]([N+:13]([O-:15])=[O:14])=[C:4]([CH:9]=[C:10](Cl)[CH:11]=1)[C:5]([O:7][CH3:8])=[O:6].[NH:16]1[CH2:21][CH2:20][O:19][CH2:18][CH2:17]1.C([O-])([O-])=O.[K+].[K+].O. The catalyst is CN(C=O)C. The product is [NH2:1][C:2]1[C:3]([N+:13]([O-:15])=[O:14])=[C:4]([CH:9]=[C:10]([N:16]2[CH2:21][CH2:20][O:19][CH2:18][CH2:17]2)[CH:11]=1)[C:5]([O:7][CH3:8])=[O:6]. The yield is 0.460.